This data is from NCI-60 drug combinations with 297,098 pairs across 59 cell lines. The task is: Regression. Given two drug SMILES strings and cell line genomic features, predict the synergy score measuring deviation from expected non-interaction effect. (1) Drug 1: COC1=CC(=CC(=C1O)OC)C2C3C(COC3=O)C(C4=CC5=C(C=C24)OCO5)OC6C(C(C7C(O6)COC(O7)C8=CC=CS8)O)O. Drug 2: CCCCC(=O)OCC(=O)C1(CC(C2=C(C1)C(=C3C(=C2O)C(=O)C4=C(C3=O)C=CC=C4OC)O)OC5CC(C(C(O5)C)O)NC(=O)C(F)(F)F)O. Cell line: COLO 205. Synergy scores: CSS=36.2, Synergy_ZIP=0.418, Synergy_Bliss=0.667, Synergy_Loewe=-4.13, Synergy_HSA=0.659. (2) Drug 1: CCC(=C(C1=CC=CC=C1)C2=CC=C(C=C2)OCCN(C)C)C3=CC=CC=C3.C(C(=O)O)C(CC(=O)O)(C(=O)O)O. Drug 2: CC(C)CN1C=NC2=C1C3=CC=CC=C3N=C2N. Cell line: IGROV1. Synergy scores: CSS=1.25, Synergy_ZIP=-0.946, Synergy_Bliss=-0.928, Synergy_Loewe=-0.911, Synergy_HSA=-1.25. (3) Drug 1: CC1=CC=C(C=C1)C2=CC(=NN2C3=CC=C(C=C3)S(=O)(=O)N)C(F)(F)F. Drug 2: C1CCC(C(C1)N)N.C(=O)(C(=O)[O-])[O-].[Pt+4]. Cell line: OVCAR-8. Synergy scores: CSS=23.2, Synergy_ZIP=-5.61, Synergy_Bliss=-0.876, Synergy_Loewe=-14.4, Synergy_HSA=-2.40. (4) Drug 1: C1CCN(CC1)CCOC2=CC=C(C=C2)C(=O)C3=C(SC4=C3C=CC(=C4)O)C5=CC=C(C=C5)O. Drug 2: C1=NC(=NC(=O)N1C2C(C(C(O2)CO)O)O)N. Cell line: SN12C. Synergy scores: CSS=3.87, Synergy_ZIP=-0.467, Synergy_Bliss=4.10, Synergy_Loewe=2.73, Synergy_HSA=3.15. (5) Drug 1: CC(C1=C(C=CC(=C1Cl)F)Cl)OC2=C(N=CC(=C2)C3=CN(N=C3)C4CCNCC4)N. Drug 2: C1=CC(=CC=C1CCC2=CNC3=C2C(=O)NC(=N3)N)C(=O)NC(CCC(=O)O)C(=O)O. Cell line: SK-MEL-2. Synergy scores: CSS=17.9, Synergy_ZIP=-0.643, Synergy_Bliss=3.16, Synergy_Loewe=-4.59, Synergy_HSA=1.78. (6) Drug 1: CC1C(C(=O)NC(C(=O)N2CCCC2C(=O)N(CC(=O)N(C(C(=O)O1)C(C)C)C)C)C(C)C)NC(=O)C3=C4C(=C(C=C3)C)OC5=C(C(=O)C(=C(C5=N4)C(=O)NC6C(OC(=O)C(N(C(=O)CN(C(=O)C7CCCN7C(=O)C(NC6=O)C(C)C)C)C)C(C)C)C)N)C. Drug 2: CC1=C2C(C(=O)C3(C(CC4C(C3C(C(C2(C)C)(CC1OC(=O)C(C(C5=CC=CC=C5)NC(=O)OC(C)(C)C)O)O)OC(=O)C6=CC=CC=C6)(CO4)OC(=O)C)O)C)O. Cell line: OVCAR-5. Synergy scores: CSS=5.35, Synergy_ZIP=-2.27, Synergy_Bliss=5.24, Synergy_Loewe=-7.17, Synergy_HSA=-2.08. (7) Drug 1: C1=CC(=CC=C1CC(C(=O)O)N)N(CCCl)CCCl.Cl. Drug 2: C1=NC2=C(N1)C(=S)N=C(N2)N. Cell line: TK-10. Synergy scores: CSS=28.5, Synergy_ZIP=-12.1, Synergy_Bliss=-6.03, Synergy_Loewe=-12.7, Synergy_HSA=-3.28.